Dataset: Forward reaction prediction with 1.9M reactions from USPTO patents (1976-2016). Task: Predict the product of the given reaction. The product is: [ClH:39].[NH2:26][C@@H:23]([C:20]1[CH:19]=[CH:18][C:17]([C:4]2[C:5]3[C:6]4[CH:16]=[CH:15][S:14][C:7]=4[C:8](=[O:13])[NH:9][C:10]=3[CH:11]=[CH:12][C:3]=2[OH:2])=[CH:22][CH:21]=1)[CH2:24][CH3:25]. Given the reactants C[O:2][C:3]1[CH:12]=[CH:11][C:10]2[NH:9][C:8](=[O:13])[C:7]3[S:14][CH:15]=[CH:16][C:6]=3[C:5]=2[C:4]=1[C:17]1[CH:22]=[CH:21][C:20]([C@H:23]([NH:26]C(=O)OC(C)(C)C)[CH2:24][CH3:25])=[CH:19][CH:18]=1.B(Br)(Br)Br.C(Cl)[Cl:39], predict the reaction product.